Dataset: Full USPTO retrosynthesis dataset with 1.9M reactions from patents (1976-2016). Task: Predict the reactants needed to synthesize the given product. (1) Given the product [N:14]1([C:11]([C:6]2[CH:5]=[C:4]3[C:9]([CH2:10][C:2](=[O:1])[NH:3]3)=[CH:8][CH:7]=2)=[O:13])[CH2:19][CH2:18][CH2:17][C@@H:16]2[C:20]3[CH:21]=[CH:22][CH:23]=[CH:24][C:25]=3[CH2:26][C@H:15]12, predict the reactants needed to synthesize it. The reactants are: [O:1]=[C:2]1[CH2:10][C:9]2[C:4](=[CH:5][C:6]([C:11]([OH:13])=O)=[CH:7][CH:8]=2)[NH:3]1.[NH:14]1[CH2:19][CH2:18][CH2:17][C@@H:16]2[C:20]3[CH:21]=[CH:22][CH:23]=[CH:24][C:25]=3[CH2:26][C@H:15]12.F[P-](F)(F)(F)(F)F.N1(OC(N(C)C)=[N+](C)C)C2N=CC=CC=2N=N1. (2) Given the product [CH2:2]([S:4]([N:7]1[CH:11]=[CH:10][CH:9]=[C:8]1[CH2:12][NH:13][C:19](=[O:20])[C:18]1[CH:22]=[CH:23][CH:24]=[C:16]([C:15]([F:14])([F:25])[F:26])[CH:17]=1)(=[O:5])=[O:6])[CH3:3], predict the reactants needed to synthesize it. The reactants are: Cl.[CH2:2]([S:4]([N:7]1[CH:11]=[CH:10][CH:9]=[C:8]1[CH2:12][NH2:13])(=[O:6])=[O:5])[CH3:3].[F:14][C:15]([F:26])([F:25])[C:16]1[CH:17]=[C:18]([CH:22]=[CH:23][CH:24]=1)[C:19](O)=[O:20]. (3) Given the product [C:6]([O:10][C:11](=[O:22])[NH:12][C@H:13]([C:15]1[CH:20]=[CH:19][C:18]([CH:1]2[CH2:3][CH2:2]2)=[CH:17][N:16]=1)[CH3:14])([CH3:9])([CH3:8])[CH3:7], predict the reactants needed to synthesize it. The reactants are: [CH:1]1([Mg]Br)[CH2:3][CH2:2]1.[C:6]([O:10][C:11](=[O:22])[NH:12][C@H:13]([C:15]1[CH:20]=[CH:19][C:18](Br)=[CH:17][N:16]=1)[CH3:14])([CH3:9])([CH3:8])[CH3:7].[Cl-].[NH4+]. (4) The reactants are: F[C:2]1[CH:9]=[CH:8][C:7]([N+]([O-])=O)=[CH:6][C:3]=1[CH2:4][OH:5].[P:13]([Br:16])([Br:15])[Br:14].C(=O)([O-])O.[Na+]. Given the product [CH2:4]([OH:5])[C:3]1[CH:6]=[CH:7][CH:8]=[CH:9][CH:2]=1.[P:13]([Br:16])([Br:15])[Br:14], predict the reactants needed to synthesize it. (5) Given the product [CH3:30][O:31][C:32]([CH:12]1[C:11](=[O:14])[C:10]([CH3:16])([CH3:15])[CH2:9][N:8]([C:6]([O:5][C:1]([CH3:4])([CH3:2])[CH3:3])=[O:7])[CH2:13]1)=[O:27], predict the reactants needed to synthesize it. The reactants are: [C:1]([O:5][C:6]([N:8]1[CH2:13][CH2:12][C:11](=[O:14])[C:10]([CH3:16])([CH3:15])[CH2:9]1)=[O:7])([CH3:4])([CH3:3])[CH3:2].[Li+].C[Si]([N-][Si](C)(C)C)(C)C.[OH2:27].C1[CH2:32][O:31][CH2:30]C1. (6) Given the product [C:1](/[CH:3]=[C:15](/[C:26]([NH:27][C:28]1[CH:29]=[N:30][N:31]([CH2:53][CH2:54][O:55][C:56]([C:63]2[CH:68]=[CH:67][CH:66]=[CH:65][CH:64]=2)([C:69]2[CH:74]=[CH:73][CH:72]=[CH:71][CH:70]=2)[C:57]2[CH:58]=[CH:59][CH:60]=[CH:61][CH:62]=2)[C:32]=1[NH:33][C:34]([C:35]1[CH:40]=[CH:39][CH:38]=[CH:37][CH:36]=1)([C:47]1[CH:52]=[CH:51][CH:50]=[CH:49][CH:48]=1)[C:41]1[CH:46]=[CH:45][CH:44]=[CH:43][CH:42]=1)=[O:75])\[CH2:16][CH2:17][NH:18][C:19](=[O:25])[O:20][C:21]([CH3:22])([CH3:23])[CH3:24])#[N:2], predict the reactants needed to synthesize it. The reactants are: [C:1]([CH2:3]P(=O)(OCC)OCC)#[N:2].[H-].[Na+].O=[C:15]([C:26](=[O:75])[NH:27][C:28]1[CH:29]=[N:30][N:31]([CH2:53][CH2:54][O:55][C:56]([C:69]2[CH:74]=[CH:73][CH:72]=[CH:71][CH:70]=2)([C:63]2[CH:68]=[CH:67][CH:66]=[CH:65][CH:64]=2)[C:57]2[CH:62]=[CH:61][CH:60]=[CH:59][CH:58]=2)[C:32]=1[NH:33][C:34]([C:47]1[CH:52]=[CH:51][CH:50]=[CH:49][CH:48]=1)([C:41]1[CH:46]=[CH:45][CH:44]=[CH:43][CH:42]=1)[C:35]1[CH:40]=[CH:39][CH:38]=[CH:37][CH:36]=1)[CH2:16][CH2:17][NH:18][C:19](=[O:25])[O:20][C:21]([CH3:24])([CH3:23])[CH3:22].O. (7) Given the product [F:1][C:2]1[CH:3]=[C:4]([CH2:9][CH2:10][C:11]([OH:13])=[O:12])[CH:5]=[C:6]([F:8])[CH:7]=1, predict the reactants needed to synthesize it. The reactants are: [F:1][C:2]1[CH:3]=[C:4](/[CH:9]=[CH:10]/[C:11]([OH:13])=[O:12])[CH:5]=[C:6]([F:8])[CH:7]=1.